The task is: Predict the reaction yield, written as a fraction of the theoretical maximum amount of product (1.0 means a 100% yield; for example, 0.34 means a 34% yield).. This data is from Reaction yield outcomes from USPTO patents with 853,638 reactions. (1) The reactants are [Br:1][C:2]1[CH:27]=[C:26]([F:28])[CH:25]=[CH:24][C:3]=1[O:4][C:5]1[C:6]([NH:20][C:21]([NH2:23])=[S:22])=[N:7][CH:8]=[C:9]([S:11][C:12]2[CH:17]=[CH:16][CH:15]=[C:14]([O:18][CH3:19])[CH:13]=2)[CH:10]=1.C(N(CC)CC)C.Br[CH2:37][C:38]([CH:40]1[CH2:45][CH2:44][N:43]([C:46]([O:48][C:49]([CH3:52])([CH3:51])[CH3:50])=[O:47])[CH2:42][CH2:41]1)=O. The catalyst is CCO. The product is [Br:1][C:2]1[CH:27]=[C:26]([F:28])[CH:25]=[CH:24][C:3]=1[O:4][C:5]1[C:6]([NH:20][C:21]2[S:22][CH:37]=[C:38]([CH:40]3[CH2:41][CH2:42][N:43]([C:46]([O:48][C:49]([CH3:52])([CH3:51])[CH3:50])=[O:47])[CH2:44][CH2:45]3)[N:23]=2)=[N:7][CH:8]=[C:9]([S:11][C:12]2[CH:17]=[CH:16][CH:15]=[C:14]([O:18][CH3:19])[CH:13]=2)[CH:10]=1. The yield is 0.820. (2) The reactants are Cl.[OH:2][C@H:3]1[CH2:6][C@H:5]([C:7]2[CH:12]=[CH:11][C:10]([C:13]3[CH:18]=[CH:17][N:16]([CH2:19][CH2:20][C@@:21]([CH3:36])([S:32]([CH3:35])(=[O:34])=[O:33])[C:22]([NH:24][O:25]C4CCCCO4)=[O:23])[C:15](=[O:37])[CH:14]=3)=[CH:9][CH:8]=2)[CH2:4]1. The catalyst is O1CCOCC1. The product is [OH:25][NH:24][C:22](=[O:23])[C@:21]([CH3:36])([S:32]([CH3:35])(=[O:34])=[O:33])[CH2:20][CH2:19][N:16]1[CH:17]=[CH:18][C:13]([C:10]2[CH:11]=[CH:12][C:7]([C@H:5]3[CH2:4][C@H:3]([OH:2])[CH2:6]3)=[CH:8][CH:9]=2)=[CH:14][C:15]1=[O:37]. The yield is 0.600. (3) The catalyst is C(Cl)Cl. The reactants are [CH3:1][O:2][C:3](=[O:11])[C:4]1[CH:9]=[CH:8][CH:7]=[N:6][C:5]=1[OH:10].[I:12]N1C(=O)CCC1=O. The product is [CH3:1][O:2][C:3](=[O:11])[C:4]1[CH:9]=[C:8]([I:12])[CH:7]=[N:6][C:5]=1[OH:10]. The yield is 0.810.